Predict the product of the given reaction. From a dataset of Forward reaction prediction with 1.9M reactions from USPTO patents (1976-2016). (1) Given the reactants [F:1][C:2]([F:7])([F:6])[C:3]([OH:5])=[O:4].FC(F)(F)C(O)=O.[Cl:15][C:16]1[CH:17]=[N:18][C:19]2[NH:20][C:21]3[CH:22]=[CH:23][CH:24]=[C:25]([CH:47]=3)[CH2:26][CH2:27][C:28]3[CH:36]=[C:32]([NH:33][C:34]=1[N:35]=2)[CH:31]=[CH:30][C:29]=3[NH:37][C:38](=[O:46])[CH2:39][CH:40]1[CH2:45][CH2:44][NH:43][CH2:42][CH2:41]1.[C:48](Cl)(=[O:51])[CH2:49][CH3:50], predict the reaction product. The product is: [F:1][C:2]([F:7])([F:6])[C:3]([OH:5])=[O:4].[Cl:15][C:16]1[CH:17]=[N:18][C:19]2[NH:20][C:21]3[CH:22]=[CH:23][CH:24]=[C:25]([CH:47]=3)[CH2:26][CH2:27][C:28]3[CH:36]=[C:32]([NH:33][C:34]=1[N:35]=2)[CH:31]=[CH:30][C:29]=3[NH:37][C:38](=[O:46])[CH2:39][CH:40]1[CH2:45][CH2:44][N:43]([C:48](=[O:51])[CH2:49][CH3:50])[CH2:42][CH2:41]1. (2) The product is: [CH2:14]([O:15][CH2:3][C:4]1[CH:9]=[CH:8][CH:7]=[CH:6][CH:5]=1)[CH:13]=[CH2:12]. Given the reactants [H-].[Na+].[CH2:3](Br)[C:4]1[CH:9]=[CH:8][CH:7]=[CH:6][CH:5]=1.O.[CH2:12]1C[O:15][CH2:14][CH2:13]1, predict the reaction product.